This data is from Forward reaction prediction with 1.9M reactions from USPTO patents (1976-2016). The task is: Predict the product of the given reaction. (1) The product is: [C:37]([N:31]1[CH2:36][CH2:35][N:34]([C:20]2[S:21][C:17](=[CH:16][C:12]3[CH:11]=[C:10]4[C:15](=[CH:14][CH:13]=3)[N:7]([CH2:6][C:5]3[CH:25]=[CH:26][C:2]([F:1])=[CH:3][C:4]=3[C:27]([F:30])([F:29])[F:28])[N:8]=[CH:9]4)[C:18](=[O:24])[N:19]=2)[CH2:33][CH2:32]1)(=[O:39])[CH3:38]. Given the reactants [F:1][C:2]1[CH:26]=[CH:25][C:5]([CH2:6][N:7]2[C:15]3[C:10](=[CH:11][C:12]([CH:16]=[C:17]4[S:21][C:20](SC)=[N:19][C:18]4=[O:24])=[CH:13][CH:14]=3)[CH:9]=[N:8]2)=[C:4]([C:27]([F:30])([F:29])[F:28])[CH:3]=1.[N:31]1([C:37](=[O:39])[CH3:38])[CH2:36][CH2:35][NH:34][CH2:33][CH2:32]1, predict the reaction product. (2) Given the reactants [NH2:1][C:2]1[S:3][CH:4]=[CH:5][N:6]=1.[CH2:7]([O:9][C:10](=[O:13])[CH2:11][Br:12])[CH3:8], predict the reaction product. The product is: [BrH:12].[CH2:7]([O:9][C:10](=[O:13])[CH2:11][N:6]1[CH:5]=[CH:4][S:3][C:2]1=[NH:1])[CH3:8]. (3) Given the reactants Cl[C:2]1[C:7]2=[N:8][CH:9]=[CH:10][N:11]=[C:6]2[CH:5]=[C:4]([Cl:12])[N:3]=1.CCN(C(C)C)C(C)C.[NH2:22][CH2:23][CH:24]1[C:29]([F:31])([F:30])[CH2:28][CH2:27][N:26]([C:32]([O:34][C:35]([CH3:38])([CH3:37])[CH3:36])=[O:33])[CH2:25]1, predict the reaction product. The product is: [Cl:12][C:4]1[N:3]=[C:2]([NH:22][CH2:23][CH:24]2[C:29]([F:31])([F:30])[CH2:28][CH2:27][N:26]([C:32]([O:34][C:35]([CH3:38])([CH3:37])[CH3:36])=[O:33])[CH2:25]2)[C:7]2=[N:8][CH:9]=[CH:10][N:11]=[C:6]2[CH:5]=1. (4) The product is: [CH2:10]([O:9][C:8]([N:7]1[CH2:6][C:5]2[CH:16]=[CH:17][CH:18]=[CH:19][C:4]=2[N:1]=[C:14]([NH2:15])[CH2:13]1)=[O:12])[CH3:11]. Given the reactants [N+:1]([C:4]1[CH:19]=[CH:18][CH:17]=[CH:16][C:5]=1[CH2:6][N:7]([CH2:13][C:14]#[N:15])[C:8](=[O:12])[O:9][CH2:10][CH3:11])([O-])=O.CO.C(Cl)Cl, predict the reaction product. (5) Given the reactants C(OC(=O)[NH:7][CH2:8][C:9](=[O:29])[N:10]([CH:12]1[CH2:16][CH2:15][N:14]([C:17]2[C:26]3[C:21](=[CH:22][CH:23]=[C:24]([O:27][CH3:28])[N:25]=3)[N:20]=[CH:19][CH:18]=2)[CH2:13]1)[CH3:11])(C)(C)C.Cl.C(N(CC)CC)C.[O:39]=[C:40]1[CH2:45][O:44][C:43]2[CH:46]=[CH:47][C:48]([CH:50]=O)=[N:49][C:42]=2[NH:41]1.[BH4-].[Na+].C(=O)(O)[O-].[Na+], predict the reaction product. The product is: [CH3:11][N:10]([CH:12]1[CH2:16][CH2:15][N:14]([C:17]2[C:26]3[C:21](=[CH:22][CH:23]=[C:24]([O:27][CH3:28])[N:25]=3)[N:20]=[CH:19][CH:18]=2)[CH2:13]1)[C:9](=[O:29])[CH2:8][NH:7][CH2:50][C:48]1[CH:47]=[CH:46][C:43]2[O:44][CH2:45][C:40](=[O:39])[NH:41][C:42]=2[N:49]=1. (6) Given the reactants C([O:3][C:4]([C:6]1[N:10]([CH3:11])[N:9]=[C:8]([C:12]([CH3:15])([CH3:14])[CH3:13])[C:7]=1[CH3:16])=[O:5])C.[OH-].[Na+], predict the reaction product. The product is: [C:12]([C:8]1[C:7]([CH3:16])=[C:6]([C:4]([OH:5])=[O:3])[N:10]([CH3:11])[N:9]=1)([CH3:15])([CH3:13])[CH3:14]. (7) Given the reactants C([Li])CCC.[CH3:6][N:7]([CH3:11])[CH2:8][C:9]#[CH:10].[C:12](=[O:14])=[O:13].O, predict the reaction product. The product is: [CH3:6][N:7]([CH3:11])[CH2:8][C:9]#[C:10][C:12]([OH:14])=[O:13].